Dataset: Reaction yield outcomes from USPTO patents with 853,638 reactions. Task: Predict the reaction yield, written as a fraction of the theoretical maximum amount of product (1.0 means a 100% yield; for example, 0.34 means a 34% yield). (1) The reactants are Br[C:2]1[N:7]=[C:6]2[N:8]([CH2:11][C:12]3[CH:13]=[C:14]4[C:19](=[CH:20][CH:21]=3)[N:18]=[CH:17][CH:16]=[CH:15]4)[N:9]=[N:10][C:5]2=[N:4][CH:3]=1.C(=O)([O-])[O-].[K+].[K+].[NH:28]1[CH2:32][CH2:31][C@@H:30]([NH:33][C:34](=[O:40])[O:35][C:36]([CH3:39])([CH3:38])[CH3:37])[CH2:29]1. The catalyst is CC(O)C. The product is [N:18]1[C:19]2[C:14](=[CH:13][C:12]([CH2:11][N:8]3[C:6]4[C:5](=[N:4][CH:3]=[C:2]([N:28]5[CH2:32][CH2:31][C@@H:30]([NH:33][C:34](=[O:40])[O:35][C:36]([CH3:38])([CH3:37])[CH3:39])[CH2:29]5)[N:7]=4)[N:10]=[N:9]3)=[CH:21][CH:20]=2)[CH:15]=[CH:16][CH:17]=1. The yield is 0.910. (2) The reactants are [CH3:1][C:2]1[NH:3][C:4]([NH2:7])=[N:5][N:6]=1.[S:8]1[CH2:13][CH2:12][C:11](=O)[CH2:10][CH2:9]1.C([BH3-])#N.[Na+].O. The catalyst is C(O)(=O)C. The product is [CH3:1][C:2]1[NH:3][C:4]([NH:7][CH:11]2[CH2:12][CH2:13][S:8][CH2:9][CH2:10]2)=[N:5][N:6]=1. The yield is 0.480.